From a dataset of NCI-60 drug combinations with 297,098 pairs across 59 cell lines. Regression. Given two drug SMILES strings and cell line genomic features, predict the synergy score measuring deviation from expected non-interaction effect. (1) Drug 1: C1CCC(CC1)NC(=O)N(CCCl)N=O. Drug 2: CC1C(C(CC(O1)OC2CC(CC3=C2C(=C4C(=C3O)C(=O)C5=CC=CC=C5C4=O)O)(C(=O)C)O)N)O. Cell line: LOX IMVI. Synergy scores: CSS=46.1, Synergy_ZIP=-5.96, Synergy_Bliss=-5.82, Synergy_Loewe=-2.85, Synergy_HSA=-2.03. (2) Drug 1: CC1=C(C=C(C=C1)NC2=NC=CC(=N2)N(C)C3=CC4=NN(C(=C4C=C3)C)C)S(=O)(=O)N.Cl. Drug 2: CS(=O)(=O)OCCCCOS(=O)(=O)C. Cell line: OVCAR3. Synergy scores: CSS=0.407, Synergy_ZIP=-0.384, Synergy_Bliss=-1.73, Synergy_Loewe=-2.39, Synergy_HSA=-3.51. (3) Drug 1: C1CN(P(=O)(OC1)NCCCl)CCCl. Drug 2: CC1C(C(CC(O1)OC2CC(CC3=C2C(=C4C(=C3O)C(=O)C5=C(C4=O)C(=CC=C5)OC)O)(C(=O)CO)O)N)O.Cl. Cell line: SK-MEL-28. Synergy scores: CSS=36.6, Synergy_ZIP=-2.10, Synergy_Bliss=-5.78, Synergy_Loewe=-37.5, Synergy_HSA=-5.52. (4) Drug 1: C1CC(C1)(C2=CC=C(C=C2)C3=C(C=C4C(=N3)C=CN5C4=NNC5=O)C6=CC=CC=C6)N. Drug 2: CCC1=C2N=C(C=C(N2N=C1)NCC3=C[N+](=CC=C3)[O-])N4CCCCC4CCO. Cell line: NCIH23. Synergy scores: CSS=62.9, Synergy_ZIP=-1.21, Synergy_Bliss=0.265, Synergy_Loewe=0.0269, Synergy_HSA=2.60.